Dataset: Reaction yield outcomes from USPTO patents with 853,638 reactions. Task: Predict the reaction yield, written as a fraction of the theoretical maximum amount of product (1.0 means a 100% yield; for example, 0.34 means a 34% yield). (1) The product is [I:16][C:2]1[CH:10]=[CH:9][CH:8]=[C:7]2[C:3]=1[CH:4]=[N:5][NH:6]2. The catalyst is O.C(OCC)(=O)C. The reactants are N[C:2]1[CH:10]=[CH:9][CH:8]=[C:7]2[C:3]=1[CH:4]=[N:5][NH:6]2.Cl.N([O-])=O.[Na+].[I-:16].[K+]. The yield is 0.250. (2) The reactants are [CH3:1][O:2][C:3]1[CH:10]=[CH:9][C:6]([CH:7]=O)=[CH:5][CH:4]=1.[CH3:11][C:12]([CH3:14])=[O:13].[OH-].[Na+].O. The catalyst is C(O)C. The product is [CH3:1][O:2][C:3]1[CH:10]=[CH:9][C:6]([CH:7]=[CH:11][C:12](=[O:13])[CH3:14])=[CH:5][CH:4]=1. The yield is 0.620. (3) The reactants are [NH2:1][C:2]1[CH:7]=[C:6]([O:8][CH3:9])[CH:5]=[CH:4][C:3]=1[NH:10][CH2:11][C:12]1[CH:13]=[C:14]([CH:19]=[CH:20][CH:21]=1)[C:15]([O:17][CH3:18])=[O:16].[CH:22](O)=O. No catalyst specified. The product is [CH3:9][O:8][C:6]1[CH:5]=[CH:4][C:3]2[N:10]([CH2:11][C:12]3[CH:13]=[C:14]([CH:19]=[CH:20][CH:21]=3)[C:15]([O:17][CH3:18])=[O:16])[CH:22]=[N:1][C:2]=2[CH:7]=1. The yield is 0.860. (4) The product is [F:11][C:10]([F:13])([F:12])[CH2:9][S:8][C:4]1[N:3]=[C:2]([NH2:14])[CH:7]=[CH:6][N:5]=1. The catalyst is CC#N. The yield is 0.713. The reactants are Cl[C:2]1[CH:7]=[CH:6][N:5]=[C:4]([S:8][CH2:9][C:10]([F:13])([F:12])[F:11])[N:3]=1.[NH4+:14].[OH-]. (5) The reactants are I[C:2]1[N:7]=[C:6]([N:8]2[CH2:13][CH2:12][N:11]([C:14]([O:16][C:17]([CH3:20])([CH3:19])[CH3:18])=[O:15])[C@@H:10]([CH2:21][CH:22]([CH3:24])[CH3:23])[CH2:9]2)[CH:5]=[N:4][CH:3]=1.[F:25][C:26]1[C:31]([C:32](N(OC)C)=[O:33])=[CH:30][CH:29]=[CH:28][N:27]=1. The yield is 0.610. The product is [F:25][C:26]1[N:27]=[CH:28][CH:29]=[CH:30][C:31]=1[C:32]([C:2]1[N:7]=[C:6]([N:8]2[CH2:13][CH2:12][N:11]([C:14]([O:16][C:17]([CH3:20])([CH3:19])[CH3:18])=[O:15])[C@@H:10]([CH2:21][CH:22]([CH3:24])[CH3:23])[CH2:9]2)[CH:5]=[N:4][CH:3]=1)=[O:33]. The catalyst is C1COCC1. (6) The reactants are [N+:1]([C:4]1[C:5](N)=[C:6]([Br:13])[C:7]2[S:11][CH:10]=[N:9][C:8]=2[CH:12]=1)([O-:3])=[O:2].N(OS(=O)(=O)O)=O.O[PH2]=O.CCOC(C)=O. The yield is 0.890. The product is [N+:1]([C:4]1[CH:5]=[C:6]([Br:13])[C:7]2[S:11][CH:10]=[N:9][C:8]=2[CH:12]=1)([O-:3])=[O:2]. The catalyst is S(=O)(=O)(O)O. (7) The reactants are [C:1]([C:3]1[CH:8]=[C:7]([CH2:9][CH2:10][P:11](=[O:18])([O:15][CH2:16][CH3:17])[O:12][CH2:13][CH3:14])[CH:6]=[CH:5][N:4]=1)#[N:2].[C:19](OC)(=[O:27])[C:20]1[C:21](=[CH:23][CH:24]=[CH:25][CH:26]=1)[SH:22].C(N(CC)CC)C. The catalyst is C1(C)C=CC=CC=1. The product is [O:27]=[C:19]1[C:20]2[CH:26]=[CH:25][CH:24]=[CH:23][C:21]=2[S:22][C:1]([C:3]2[CH:8]=[C:7]([CH2:9][CH2:10][P:11](=[O:18])([O:12][CH2:13][CH3:14])[O:15][CH2:16][CH3:17])[CH:6]=[CH:5][N:4]=2)=[N:2]1. The yield is 0.430.